Task: Predict the reaction yield, written as a fraction of the theoretical maximum amount of product (1.0 means a 100% yield; for example, 0.34 means a 34% yield).. Dataset: Reaction yield outcomes from USPTO patents with 853,638 reactions (1) The reactants are [CH:1]1([NH:4][C:5](=[O:43])[NH:6][C:7]2[CH:41]=[CH:40][C:10]([O:11][C:12]3[CH:17]=[CH:16][N:15]=[C:14]4[CH:18]=[C:19]([C:21]5[N:22]([CH3:39])[C:23]([CH2:26][N:27]([CH2:35][CH2:36][O:37][CH3:38])C(=O)OC(C)(C)C)=[CH:24][N:25]=5)[S:20][C:13]=34)=[C:9]([F:42])[CH:8]=2)[CH2:3][CH2:2]1.Cl.O1CCOCC1. The catalyst is C(Cl)Cl.O.C([O-])(O)=O.[Na+]. The product is [CH:1]1([NH:4][C:5]([NH:6][C:7]2[CH:41]=[CH:40][C:10]([O:11][C:12]3[CH:17]=[CH:16][N:15]=[C:14]4[CH:18]=[C:19]([C:21]5[N:22]([CH3:39])[C:23]([CH2:26][NH:27][CH2:35][CH2:36][O:37][CH3:38])=[CH:24][N:25]=5)[S:20][C:13]=34)=[C:9]([F:42])[CH:8]=2)=[O:43])[CH2:3][CH2:2]1. The yield is 0.590. (2) The reactants are [Br:1][C:2]1[C:10](O)=[CH:9]C(C(O)=O)=[CH:4][C:3]=1[OH:12].[CH2:13](I)[CH3:14].[C:16]([O-:19])([O-])=O.[K+].[K+].[CH3:22][CH2:23][O:24][C:25]([CH3:27])=[O:26].[CH3:28]N(C=O)C. No catalyst specified. The product is [Br:1][C:2]1[C:3]([O:12][CH2:13][CH3:14])=[CH:4][C:27]([C:25]([O:24][CH2:23][CH3:22])=[O:26])=[CH:9][C:10]=1[O:19][CH2:16][CH3:28]. The yield is 0.930. (3) The reactants are [CH2:1]([NH:5][C:6](=[O:24])[C:7]([C:10]1[CH:15]=[CH:14][C:13]([C:16]2[C:20]([CH3:21])=[CH:19][S:18][CH:17]=2)=[C:12]([O:22]C)[CH:11]=1)([CH3:9])[CH3:8])[CH:2]([CH3:4])[CH3:3].B(Br)(Br)Br.Cl. The catalyst is C(Cl)Cl. The product is [OH:22][C:12]1[CH:11]=[C:10]([C:7]([CH3:8])([CH3:9])[C:6]([NH:5][CH2:1][CH:2]([CH3:3])[CH3:4])=[O:24])[CH:15]=[CH:14][C:13]=1[C:16]1[C:20]([CH3:21])=[CH:19][S:18][CH:17]=1. The yield is 0.700. (4) The reactants are [CH3:1][O:2][CH2:3][CH2:4][O:5][C:6]1[C:19]2[C:10](=[C:11]3[C:16](=[CH:17][CH:18]=2)[CH:15]=[CH:14][CH:13]=[N:12]3)[N:9]=[C:8]([CH3:20])[CH:7]=1.[O:21]1CCOCC1. The catalyst is O. The product is [CH3:1][O:2][CH2:3][CH2:4][O:5][C:6]1[C:19]2[C:10](=[C:11]3[C:16](=[CH:17][CH:18]=2)[CH:15]=[CH:14][CH:13]=[N:12]3)[N:9]=[C:8]([CH:20]=[O:21])[CH:7]=1. The yield is 0.530. (5) The reactants are [Cl:1][C:2]1[C:3]([CH2:24][NH2:25])=[N:4][CH:5]=[C:6](/[CH:8]=[CH:9]/[CH:10]([C:15]2[CH:20]=[C:19]([Cl:21])[C:18]([Cl:22])=[C:17]([Cl:23])[CH:16]=2)[C:11]([F:14])([F:13])[F:12])[CH:7]=1.[F:26][C:27]([F:33])([F:32])[CH2:28][C:29](O)=[O:30].CCN=C=NCCCN(C)C.Cl.C1C=CC2N(O)N=NC=2C=1.O.CCN(C(C)C)C(C)C. The catalyst is C(Cl)Cl. The product is [Cl:1][C:2]1[C:3]([CH2:24][NH:25][C:29](=[O:30])[CH2:28][C:27]([F:33])([F:32])[F:26])=[N:4][CH:5]=[C:6](/[CH:8]=[CH:9]/[CH:10]([C:15]2[CH:20]=[C:19]([Cl:21])[C:18]([Cl:22])=[C:17]([Cl:23])[CH:16]=2)[C:11]([F:14])([F:12])[F:13])[CH:7]=1. The yield is 0.350. (6) The reactants are [CH2:1]([O:8][C:9]1[CH:14]=[CH:13][N:12]([C:15]2[CH:23]=[CH:22][C:21]3[N:20]([CH3:24])[C:19]4[CH2:25][CH2:26][NH:27][CH2:28][C:18]=4[C:17]=3[CH:16]=2)[C:11](=[O:29])[CH:10]=1)[C:2]1[CH:7]=[CH:6][CH:5]=[CH:4][CH:3]=1.C=O.[BH-](OC(C)=O)(OC(C)=O)O[C:34](C)=O.[Na+]. The catalyst is CO. The product is [CH2:1]([O:8][C:9]1[CH:14]=[CH:13][N:12]([C:15]2[CH:23]=[CH:22][C:21]3[N:20]([CH3:24])[C:19]4[CH2:25][CH2:26][N:27]([CH3:34])[CH2:28][C:18]=4[C:17]=3[CH:16]=2)[C:11](=[O:29])[CH:10]=1)[C:2]1[CH:3]=[CH:4][CH:5]=[CH:6][CH:7]=1. The yield is 0.980. (7) The reactants are [CH3:1][C@@H:2]1[CH2:7][NH:6][C@H:5]([CH2:8][O:9][C:10]2[CH:15]=[CH:14][C:13]([C:16]([F:19])([F:18])[F:17])=[CH:12][N:11]=2)[CH2:4][CH2:3]1.CCN(C(C)C)C(C)C.[CH3:29][C:30]1[N:35]=[C:34]([C:36](O)=[O:37])[C:33]([C:39]2[N:44]=[CH:43][CH:42]=[CH:41][N:40]=2)=[CH:32][CH:31]=1.CN(C(ON1N=NC2C=CC=CC1=2)=[N+](C)C)C.[B-](F)(F)(F)F.C([O-])(O)=O.[Na+]. The catalyst is C(Cl)Cl. The product is [CH3:29][C:30]1[N:35]=[C:34]([C:36]([N:6]2[CH2:7][C@@H:2]([CH3:1])[CH2:3][CH2:4][C@H:5]2[CH2:8][O:9][C:10]2[CH:15]=[CH:14][C:13]([C:16]([F:19])([F:17])[F:18])=[CH:12][N:11]=2)=[O:37])[C:33]([C:39]2[N:44]=[CH:43][CH:42]=[CH:41][N:40]=2)=[CH:32][CH:31]=1. The yield is 0.340.